This data is from Retrosynthesis with 50K atom-mapped reactions and 10 reaction types from USPTO. The task is: Predict the reactants needed to synthesize the given product. (1) Given the product COc1cc2c(Cl)ncnc2cc1OCCCN1CCN(CCF)CC1, predict the reactants needed to synthesize it. The reactants are: COc1cc2c(Cl)ncnc2cc1O.OCCCN1CCN(CCF)CC1. (2) Given the product Cc1cc(C)c(N2CCN(C(=O)c3ccc(N4CC(C)(C)OC4=O)cc3)CC2)nc1C, predict the reactants needed to synthesize it. The reactants are: CC1(C)CNC(=O)O1.Cc1cc(C)c(N2CCN(C(=O)c3ccc(I)cc3)CC2)nc1C. (3) Given the product C[C@@H](COc1cccc2ncnc(Nc3ccc(OCc4ccccn4)c(Cl)c3)c12)NC(=O)CO, predict the reactants needed to synthesize it. The reactants are: C[C@@H](COc1cccc2ncnc(Nc3ccc(O)c(Cl)c3)c12)NC(=O)CO.ClCc1ccccn1. (4) Given the product CC(C)(C)OC(=O)N[C@@H]1CCC[C@H](c2ccccc2)N(CC2CC2)C1=O, predict the reactants needed to synthesize it. The reactants are: BrCC1CC1.CC(C)(C)OC(=O)N[C@@H]1CCC[C@H](c2ccccc2)NC1=O. (5) Given the product Cc1cc(C(=O)O)ccc1-c1ccc(Cl)c(-c2ccc(C(F)(F)F)cc2CN2C(=O)O[C@H](c3cc(C(F)(F)F)cc(C(F)(F)F)c3)[C@@H]2C)c1, predict the reactants needed to synthesize it. The reactants are: COC(=O)c1ccc(-c2ccc(Cl)c(-c3ccc(C(F)(F)F)cc3CN3C(=O)O[C@H](c4cc(C(F)(F)F)cc(C(F)(F)F)c4)[C@@H]3C)c2)c(C)c1. (6) Given the product COC(=O)N(N)CCO, predict the reactants needed to synthesize it. The reactants are: COC(=O)Cl.NNCCO. (7) Given the product Cc1n[nH]c2ccc(Br)cc12, predict the reactants needed to synthesize it. The reactants are: CC(=O)n1nc(C)c2cc(Br)ccc21.